From a dataset of NCI-60 drug combinations with 297,098 pairs across 59 cell lines. Regression. Given two drug SMILES strings and cell line genomic features, predict the synergy score measuring deviation from expected non-interaction effect. (1) Drug 2: C1=CC=C(C=C1)NC(=O)CCCCCCC(=O)NO. Cell line: HT29. Synergy scores: CSS=24.0, Synergy_ZIP=-4.23, Synergy_Bliss=3.81, Synergy_Loewe=-1.24, Synergy_HSA=3.36. Drug 1: C1CCC(CC1)NC(=O)N(CCCl)N=O. (2) Synergy scores: CSS=34.4, Synergy_ZIP=-2.96, Synergy_Bliss=-3.72, Synergy_Loewe=-3.93, Synergy_HSA=-0.902. Cell line: A498. Drug 2: CC1C(C(CC(O1)OC2CC(CC3=C2C(=C4C(=C3O)C(=O)C5=C(C4=O)C(=CC=C5)OC)O)(C(=O)CO)O)N)O.Cl. Drug 1: CC1=C(C(CCC1)(C)C)C=CC(=CC=CC(=CC(=O)O)C)C.